Dataset: Forward reaction prediction with 1.9M reactions from USPTO patents (1976-2016). Task: Predict the product of the given reaction. (1) Given the reactants [Cl:1][C:2]1[CH:7]=[CH:6][C:5]([C:8]2[N:9]=[C:10]([N:13]([CH2:23][C:24]3[CH:36]=[CH:35][C:34]4[C:33]5[C:28](=[CH:29][CH:30]=[CH:31][CH:32]=5)[CH2:27][C:26]=4[CH:25]=3)[C:14]3[CH:22]=[CH:21][C:17]([C:18]([OH:20])=O)=[CH:16][CH:15]=3)[S:11][CH:12]=2)=[CH:4][CH:3]=1.C1C=CC2N(O)N=NC=2C=1.Cl.C(N=C=NCCCN(C)C)C.Cl.[CH3:60][O:61][C:62](=[O:66])[CH2:63][CH2:64][NH2:65].CCN(C(C)C)C(C)C, predict the reaction product. The product is: [CH3:60][O:61][C:62](=[O:66])[CH2:63][CH2:64][NH:65][C:18](=[O:20])[C:17]1[CH:21]=[CH:22][C:14]([N:13]([C:10]2[S:11][CH:12]=[C:8]([C:5]3[CH:6]=[CH:7][C:2]([Cl:1])=[CH:3][CH:4]=3)[N:9]=2)[CH2:23][C:24]2[CH:36]=[CH:35][C:34]3[C:33]4[C:28](=[CH:29][CH:30]=[CH:31][CH:32]=4)[CH2:27][C:26]=3[CH:25]=2)=[CH:15][CH:16]=1. (2) Given the reactants C(OC(=O)[NH:7][C@:8]([CH2:20][O:21][P:22]([O:29]C(C)(C)C)([O:24]C(C)(C)C)=[O:23])([CH3:19])[CH2:9][CH2:10][C:11]1[CH:16]=[CH:15][C:14]([OH:17])=[C:13]([NH2:18])[CH:12]=1)(C)(C)C.[ClH:35].C(O[C:39](=N)[C:40]1[CH:45]=[CH:44][CH:43]=[C:42]([O:46][CH2:47][CH3:48])[CH:41]=1)C, predict the reaction product. The product is: [ClH:35].[NH2:7][C@:8]([CH3:19])([CH2:9][CH2:10][C:11]1[CH:16]=[CH:15][C:14]2[O:17][C:39]([C:40]3[CH:45]=[CH:44][CH:43]=[C:42]([O:46][CH2:47][CH3:48])[CH:41]=3)=[N:18][C:13]=2[CH:12]=1)[CH2:20][O:21][P:22](=[O:23])([OH:24])[OH:29].